From a dataset of Catalyst prediction with 721,799 reactions and 888 catalyst types from USPTO. Predict which catalyst facilitates the given reaction. (1) Reactant: [CH3:1][O:2][N:3]=[C:4]([CH2:20][O:21][C:22]1[CH:27]=[CH:26][CH:25]=[C:24]([C:28]([F:31])([F:30])[F:29])[CH:23]=1)[CH2:5][N:6]1[C:14]2[C:9](=[CH:10][C:11]([N+:15]([O-])=O)=[CH:12][CH:13]=2)[C:8](=[O:18])[C:7]1=[O:19]. Product: [NH2:15][C:11]1[CH:10]=[C:9]2[C:14](=[CH:13][CH:12]=1)[N:6]([CH2:5][C:4](=[N:3][O:2][CH3:1])[CH2:20][O:21][C:22]1[CH:27]=[CH:26][CH:25]=[C:24]([C:28]([F:30])([F:31])[F:29])[CH:23]=1)[C:7](=[O:19])[C:8]2=[O:18]. The catalyst class is: 123. (2) Reactant: C([O:5][C:6](=[O:43])[CH2:7][CH2:8][N:9](C(OC(C)(C)C)=O)[CH2:10][C:11]([N:13]1[C:21]2[C:16](=[CH:17][C:18]([O:22][CH2:23][C:24]3[CH:29]=[CH:28][C:27]([CH:30]4[CH2:34][CH2:33][CH2:32][CH2:31]4)=[CH:26][C:25]=3[F:35])=[CH:19][CH:20]=2)[CH2:15][CH2:14]1)=[O:12])(C)(C)C.C(O)(C(F)(F)F)=O. Product: [CH:30]1([C:27]2[CH:28]=[CH:29][C:24]([CH2:23][O:22][C:18]3[CH:17]=[C:16]4[C:21](=[CH:20][CH:19]=3)[N:13]([C:11](=[O:12])[CH2:10][NH:9][CH2:8][CH2:7][C:6]([OH:43])=[O:5])[CH2:14][CH2:15]4)=[C:25]([F:35])[CH:26]=2)[CH2:34][CH2:33][CH2:32][CH2:31]1. The catalyst class is: 4. (3) Reactant: C[O:2][C:3]([C:5]1[S:6][C:7]([C:10]2[CH:15]=[CH:14][CH:13]=[CH:12][C:11]=2[NH:16][C:17]([C:19]2[CH:20]=[C:21]([C:25]3[CH:30]=[C:29]([O:31][CH3:32])[CH:28]=[C:27]([O:33][CH3:34])[CH:26]=3)[CH:22]=[CH:23][CH:24]=2)=[O:18])=[CH:8][CH:9]=1)=[O:4]. Product: [CH3:34][O:33][C:27]1[CH:26]=[C:25]([C:21]2[CH:22]=[CH:23][CH:24]=[C:19]([C:17]([NH:16][C:11]3[CH:12]=[CH:13][CH:14]=[CH:15][C:10]=3[C:7]3[S:6][C:5]([C:3]([OH:4])=[O:2])=[CH:9][CH:8]=3)=[O:18])[CH:20]=2)[CH:30]=[C:29]([O:31][CH3:32])[CH:28]=1. The catalyst class is: 23. (4) The catalyst class is: 7. Reactant: [CH3:1][C:2]([CH3:11])([CH2:7][NH:8][CH:9]=O)[CH2:3][NH:4][CH:5]=O.[H-].[Al+3].[Li+].[H-].[H-].[H-].O. Product: [CH3:5][NH:4][CH2:3][C:2]([CH3:11])([CH3:1])[CH2:7][NH:8][CH3:9]. (5) Product: [CH2:7]([O:14][N:15]1[C:16]2[C:17](=[C:22]([C:26]3[CH:31]=[CH:30][CH:29]=[CH:28][CH:27]=3)[CH:23]=[CH:24][N:25]=2)[C:18]([OH:20])=[C:33]([C:34]([O:36][CH2:37][CH3:38])=[O:35])[C:32]1=[O:39])[C:8]1[CH:9]=[CH:10][CH:11]=[CH:12][CH:13]=1. Reactant: CC(C)([O-])C.[K+].[CH2:7]([O:14][N:15]([C:32](=[O:39])[CH2:33][C:34]([O:36][CH2:37][CH3:38])=[O:35])[C:16]1[N:25]=[CH:24][CH:23]=[C:22]([C:26]2[CH:31]=[CH:30][CH:29]=[CH:28][CH:27]=2)[C:17]=1[C:18]([O:20]C)=O)[C:8]1[CH:13]=[CH:12][CH:11]=[CH:10][CH:9]=1. The catalyst class is: 14.